Dataset: Experimentally validated miRNA-target interactions with 360,000+ pairs, plus equal number of negative samples. Task: Binary Classification. Given a miRNA mature sequence and a target amino acid sequence, predict their likelihood of interaction. (1) The miRNA is mmu-miR-1892 with sequence AUUUGGGGACGGGAGGGAGGAU. The protein sequence of the target gene is MDSLASGRWRRRRTEELPAAGDAKRACRRSEPGGYECSGHMLTTCALLSWSTEDQEPRPRGLPASQPDCSQERLSSMVLQNGGRSSAQPCLRCISGESGHFNHTDNH. Result: 0 (no interaction). (2) The miRNA is rno-miR-133b-5p with sequence GCUGGUCAAACGGAACCAAGU. The protein sequence of the target gene is MPFRLLIPLGLLCALLPQHHGAPGPDGSAPDPAHYRERVKAMFYHAYDSYLENAFPFDELRPLTCDGHDTWGSFSLTLIDALDTLLILGNVSEFQRVVEVLQDSVDFDIDVNASVFETNIRVVGGLLSAHLLSKKAGVEVEAGWPCSGPLLRMAEEAARKLLPAFQTPTGMPYGTVNLLHGVNPGETPVTCTAGIGTFIVEFATLSSLTGDPVFEDVARVALMRLWESRSDIGLVGNHIDVLTGKWVAQDAGIGAGVDSYFEYLVKGAILLQDKKLMAMFLEYNKAIRNYTRFDDWYLWV.... Result: 0 (no interaction). (3) The miRNA is hsa-miR-339-3p with sequence UGAGCGCCUCGACGACAGAGCCG. The protein sequence of the target gene is MGTPGEGLGRCSHALIRGVPESLASGEGAGAGLPALDLAKAQREHGVLGGKLRQRLGLQLLELPPEESLPLGPLLGDTAVIQGDTALITRPWSPARRPEVDGVRKALQDLGLRIVEIGDENATLDGTDVLFTGREFFVGLSKWTNHRGAEIVADTFRDFAVSTVPVSGPSHLRGLCGMGGPRTVVAGSSDAAQKAVRAMAVLTDHPYASLTLPDDAAADCLFLRPGLPGVPPFLLHRGGGDLPNSQEALQKLSDVTLVPVSCSELEKAGAGLSSLCLVLSTRPHS. Result: 0 (no interaction). (4) The miRNA is hsa-miR-4537 with sequence UGAGCCGAGCUGAGCUUAGCUG. The protein sequence of the target gene is MQEGELAISPISPVAAMPPLGTHVQARCEAQINLLGEGGICKLPGRLRIQPALWSREDVLHWLRWAEQEYSLPCTAEHGFEMNGRALCILTKDDFRHRAPSSGDVLYELLQYIKTQRRALVCGPFFGGIFRLKTPTQHSPVPPEEVTGPSQMDTRRGHLLQPPDPGLTSNFGHLDDPGLARWTPGKEESLNLCHCAELGCRTQGVCSFPAMPQAPIDGRIADCRLLWDYVYQLLLDTRYEPYIKWEDKDAKIFRVVDPNGLARLWGNHKNRVNMTYEKMSRALRHYYKLNIIKKEPGQKL.... Result: 1 (interaction). (5) The miRNA is hsa-miR-4648 with sequence UGUGGGACUGCAAAUGGGAG. The protein sequence of the target gene is MAHQTGIHATEELKEFFAKARAGSVRLIKVVIEDEQLVLGASQEPVGRWDQDYDRAVLPLLDAQQPCYLLYRLDSQNAQGFEWLFLAWSPDNSPVRLKMLYAATRATVKKEFGGGHIKDELFGTVKDDLSFAGYQKHLSSCAAPAPLTSAERELQQIRINEVKTEISVESKHQTLQGLAFPLQPEAQRALQQLKQKMVNYIQMKLDLERETIELVHTEPTDVAQLPSRVPRDAARYHFFLYKHTHEGDPLESVVFIYSMPGYKCSIKERMLYSSCKSRLLDSVEQDFHLEIAKKIEIGDG.... Result: 0 (no interaction). (6) The miRNA is hsa-miR-8082 with sequence UGAUGGAGCUGGGAAUACUCUG. The protein sequence of the target gene is MAGGHCGSFPAAAAGSGEIVQLNVGGTRFSTSRQTLMWIPDSFFSSLLSGRISTLRDETGAIFIDRDPAAFAPILNFLRTKELDLRGVSINVLRHEAEFYGITPLVRRLLLCEELERSSCGSVLFHGYLPPPGIPSRKINNTVRSADSRNGLNSTEGEARGNGTQPVLSGTGEETVRLGFPVDPRKVLIVAGHHNWIVAAYAHFAVCYRIKESSGWQQVFTSPYLDWTIERVALNAKVVGGPHGDKDKMVAVASESSIILWSVQDGGSGSEIGVFSLGVPVDALFFIGNQLVATSHTGKV.... Result: 0 (no interaction).